This data is from Full USPTO retrosynthesis dataset with 1.9M reactions from patents (1976-2016). The task is: Predict the reactants needed to synthesize the given product. (1) Given the product [C:14]([NH:13][C:11]1[S:12][C:8]([C:6]2[O:7][C:3]([C:1]([OH:19])=[O:2])=[CH:4][CH:5]=2)=[C:9]([CH3:17])[N:10]=1)(=[O:16])[CH3:15], predict the reactants needed to synthesize it. The reactants are: [CH:1]([C:3]1[O:7][C:6]([C:8]2[S:12][C:11]([NH:13][C:14](=[O:16])[CH3:15])=[N:10][C:9]=2[CH3:17])=[CH:5][CH:4]=1)=[O:2].P([O-])([O-])([O-])=[O:19].[Na+].[Na+].[Na+].CC(=CC)C.Cl([O-])=O.[Na+]. (2) The reactants are: [OH:1][CH2:2][CH2:3][CH2:4][O:5][C:6]1[CH:11]=[CH:10][C:9]([CH2:12][C@H:13]([O:17][CH3:18])[C:14]([OH:16])=[O:15])=[CH:8][CH:7]=1.O[C:20]1[CH:21]=[C:22]2[C:27](=[CH:28][CH:29]=1)[C:26](=[O:30])[CH2:25][CH2:24][CH2:23]2. Given the product [CH3:18][O:17][C@@H:13]([CH2:12][C:9]1[CH:10]=[CH:11][C:6]([O:5][CH2:4][CH2:3][CH2:2][O:1][C:20]2[CH:29]=[CH:28][C:27]3[C:26](=[O:30])[CH2:25][CH2:24][CH2:23][C:22]=3[CH:21]=2)=[CH:7][CH:8]=1)[C:14]([OH:16])=[O:15], predict the reactants needed to synthesize it. (3) Given the product [Cl:15][C:8]1[CH:9]=[C:10]([Cl:14])[CH:11]=[C:12]([Cl:13])[C:7]=1[CH2:6][CH2:5][C:4](=[O:16])[CH3:18], predict the reactants needed to synthesize it. The reactants are: CON(C)[C:4](=[O:16])[CH2:5][CH2:6][C:7]1[C:12]([Cl:13])=[CH:11][C:10]([Cl:14])=[CH:9][C:8]=1[Cl:15].[CH3:18][Mg]I. (4) The reactants are: [F:1][C:2]([F:10])([F:9])[CH:3]([CH3:8])[CH2:4][C:5](O)=[O:6].CCCP1(OP(CCC)(=O)OP(CCC)(=O)O1)=O.Cl.[F:30][C:31]1[CH:36]=[CH:35][CH:34]=[CH:33][C:32]=1[CH:37]1[O:41][N:40]=[C:39]([C:42]2[N:43]=[C:44]([CH:47]3[CH2:52][CH2:51][NH:50][CH2:49][CH2:48]3)[S:45][CH:46]=2)[CH2:38]1.C(N(CC)CC)C. Given the product [F:30][C:31]1[CH:36]=[CH:35][CH:34]=[CH:33][C:32]=1[CH:37]1[O:41][N:40]=[C:39]([C:42]2[N:43]=[C:44]([CH:47]3[CH2:52][CH2:51][N:50]([C:5](=[O:6])[CH2:4][CH:3]([CH3:8])[C:2]([F:10])([F:9])[F:1])[CH2:49][CH2:48]3)[S:45][CH:46]=2)[CH2:38]1, predict the reactants needed to synthesize it. (5) Given the product [CH:1]1([CH:7]([NH:20][C:21]2[CH:22]=[CH:23][C:24]([C:25]([NH:31][CH2:32][CH2:33][C:34]([OH:36])=[O:35])=[O:26])=[CH:28][CH:29]=2)[C:8]2[CH:12]=[C:11]([C:13](=[O:17])[CH:14]([CH3:16])[CH3:15])[S:10][C:9]=2[CH2:18][CH3:19])[CH2:2][CH2:3][CH2:4][CH2:5][CH2:6]1, predict the reactants needed to synthesize it. The reactants are: [CH:1]1([CH:7]([NH:20][C:21]2[CH:29]=[CH:28][C:24]([C:25](O)=[O:26])=[CH:23][CH:22]=2)[C:8]2[CH:12]=[C:11]([C:13](=[O:17])[CH:14]([CH3:16])[CH3:15])[S:10][C:9]=2[CH2:18][CH3:19])[CH2:6][CH2:5][CH2:4][CH2:3][CH2:2]1.Cl.[NH2:31][CH2:32][CH2:33][C:34]([O:36]CC)=[O:35].O.ON1C2C=CC=CC=2N=N1.Cl.C(N=C=NCCCN(C)C)C.Cl.[OH-].[Na+].